Task: Binary Classification. Given a drug SMILES string, predict its activity (active/inactive) in a high-throughput screening assay against a specified biological target.. Dataset: Cav3 T-type calcium channel HTS with 100,875 compounds (1) The compound is o1c(C2N(CCCN(CC)CC)C(=O)C(O)=C2C(=O)c2occc2)ccc1C. The result is 0 (inactive). (2) The compound is S(CC(=O)NC1CCN(CC1)C(OCC)=O)Cc1nc(oc1C)c1sccc1C. The result is 0 (inactive). (3) The molecule is S(=O)(=O)(N1CCN(CC1)c1ncccc1)c1cc2c(N(C(=O)C3CCC3)CC2)cc1. The result is 0 (inactive). (4) The molecule is S1\C(C(=O)c2c1cccc2)=C\c1ccc(OCC(C)C)cc1. The result is 0 (inactive). (5) The compound is O=C1N(C(\C(C1=O)=C(\O)c1ccc(cc1)C)c1ncccc1)Cc1cccnc1. The result is 0 (inactive). (6) The compound is o1c(c(c2c1cccc2)C)C(=O)Nc1c(OC)cc(OC)cc1. The result is 0 (inactive).